Dataset: Full USPTO retrosynthesis dataset with 1.9M reactions from patents (1976-2016). Task: Predict the reactants needed to synthesize the given product. Given the product [Br:31][C:21]1[CH:20]=[CH:19][C:18]2[N:17]([CH2:16][CH:15]3[O:32][C:2](=[O:4])[NH:13][CH2:14]3)[C:29]3[C:24]([C:23]=2[CH:22]=1)=[CH:25][C:26]([Br:30])=[CH:27][CH:28]=3, predict the reactants needed to synthesize it. The reactants are: Cl[C:2](Cl)([O:4]C(=O)OC(Cl)(Cl)Cl)Cl.[NH2:13][CH2:14][CH:15]([OH:32])[CH2:16][N:17]1[C:29]2[CH:28]=[CH:27][C:26]([Br:30])=[CH:25][C:24]=2[C:23]2[C:18]1=[CH:19][CH:20]=[C:21]([Br:31])[CH:22]=2.CCN(CC)CC.C(Cl)Cl.CCOC(C)=O.